The task is: Predict the reactants needed to synthesize the given product.. This data is from Full USPTO retrosynthesis dataset with 1.9M reactions from patents (1976-2016). Given the product [Br:1][C:24]1[C:19]([O:17][CH3:18])=[CH:20][C:21]([N:25]2[CH2:30][CH2:29][O:28][CH2:27][CH2:26]2)=[N:22][CH:23]=1, predict the reactants needed to synthesize it. The reactants are: [Br:1]C1C=C(OC)C(N2CCN(C)CC2)=NC=1.[O:17]([C:19]1[CH:24]=[CH:23][N:22]=[C:21]([N:25]2[CH2:30][CH2:29][O:28][CH2:27][CH2:26]2)[CH:20]=1)[CH3:18].